From a dataset of Reaction yield outcomes from USPTO patents with 853,638 reactions. Predict the reaction yield, written as a fraction of the theoretical maximum amount of product (1.0 means a 100% yield; for example, 0.34 means a 34% yield). (1) The product is [NH2:16][C:8]1([C:5]2[CH:6]=[CH:7][C:2]([Cl:1])=[CH:3][CH:4]=2)[CH2:13][CH2:12][N:11]([C:22](=[O:23])[C@H:18]([NH:17][C:25](=[O:26])[O:27][C:28]([CH3:31])([CH3:30])[CH3:29])[CH:19]([CH3:21])[CH3:20])[CH2:10][C:9]1([CH3:14])[CH3:15]. The reactants are [Cl:1][C:2]1[CH:7]=[CH:6][C:5]([C:8]2([NH2:16])[CH2:13][CH2:12][NH:11][CH2:10][C:9]2([CH3:15])[CH3:14])=[CH:4][CH:3]=1.[NH:17]([C:25]([O:27][C:28]([CH3:31])([CH3:30])[CH3:29])=[O:26])[C@@H:18]([C:22](O)=[O:23])[CH:19]([CH3:21])[CH3:20].C1C=CC2N(O)N=NC=2C=1.C(N(CC)CC)C.C(Cl)CCl. The catalyst is ClCCl. The yield is 0.940. (2) The reactants are F[C:2]1[C:7]([F:8])=[CH:6][C:5]([C:9]2[O:10][C:11]([C:14]3[C:15]([C:20]4[CH:25]=[CH:24][CH:23]=[CH:22][CH:21]=4)=[N:16][O:17][C:18]=3[CH3:19])=[N:12][N:13]=2)=[C:4]([O:26][CH3:27])[CH:3]=1.[CH3:28][N:29]([CH3:33])[CH2:30][CH2:31][NH2:32]. No catalyst specified. The product is [F:8][C:7]1[CH:6]=[C:5]([C:9]2[O:10][C:11]([C:14]3[C:15]([C:20]4[CH:21]=[CH:22][CH:23]=[CH:24][CH:25]=4)=[N:16][O:17][C:18]=3[CH3:19])=[N:12][N:13]=2)[C:4]([O:26][CH3:27])=[CH:3][C:2]=1[NH:32][CH2:31][CH2:30][N:29]([CH3:33])[CH3:28]. The yield is 0.850.